From a dataset of Drug-target binding data from BindingDB using IC50 measurements. Regression. Given a target protein amino acid sequence and a drug SMILES string, predict the binding affinity score between them. We predict pIC50 (pIC50 = -log10(IC50 in M); higher means more potent). Dataset: bindingdb_ic50. (1) The small molecule is CCOc1ccc(Cc2cc([C@@H]3O[C@H](CO)[C@@H](O)[C@H](O)[C@H]3O)ccc2Cl)cc1. The target protein (Q8WWX8) has sequence MESGTSSPQPPQLDPLDAFPQKGLEPGDIAVLVLYFLFVLAVGLWSTVKTKRDTVKGYFLAGGDMVWWPVGASLFASNVGSGHFIGLAGSGAATGISVSAYELNGLFSVLMLAWIFLPIYIAGQVTTMPEYLRKRFGGIRIPIILAVLYLFIYIFTKISVDMYAGAIFIQQSLHLDLYLAIVGLLAITAVYTVAGGLAAVIYTDALQTLIMLIGALTLMGYSFAAVGGMEGLKEKYFLALASNRSENSSCGLPREDAFHIFRDPLTSDLPWPGVLFGMSIPSLWYWCTDQVIVQRTLAAKNLSHAKGGALMAAYLKVLPLFIMVFPGMVSRILFPDQVACADPEICQKICSNPSGCSDIAYPKLVLELLPTGLRGLMMAVMVAALMSSLTSIFNSASTIFTMDLWNHLRPRASEKELMIVGRVFVLLLVLVSILWIPVVQASQGGQLFIYIQSISSYLQPPVAVVFIMGCFWKRTNEKGAFWGLISGLLLGLVRLVLDFI.... The pIC50 is 6.4. (2) The compound is COc1cccc(Nc2cc(S(=O)(=O)[O-])c(N)c3c2C(=O)c2ccccc2C3=O)c1. The target protein (P51577) has sequence MAGCCSVLGSFLFEYDTPRIVLIRSRKVGLMNRAVQLLILAYVIGWVFVWEKGYQETDSVVSSVTTKAKGVAVTNTSQLGFRIWDVADYVIPAQEENSLFIMTNMIVTVNQTQSTCPEIPDKTSICNSDADCTPGSVDTHSSGVATGRCVPFNESVKTCEVAAWCPVENDVGVPTPAFLKAAENFTLLVKNNIWYPKFNFSKRNILPNITTSYLKSCIYNAQTDPFCPIFRLGTIVEDAGHSFQEMAVEGGIMGIQIKWDCNLDRAASLCLPRYSFRRLDTRDLEHNVSPGYNFRFAKYYRDLAGKEQRTLTKAYGIRFDIIVFGKAGKFDIIPTMINVGSGLALLGVATVLCDVIVLYCMKKKYYYRDKKYKYVEDYEQGLSGEMNQ. The pIC50 is 5.0. (3) The compound is O=[N+]([O-])/C(Br)=C/c1ccc(Br)o1. The target protein (P65456) has sequence MAQEVIKIRGGRTLNGEVNISGAKNSAVAIIPATLLAQGHVKLEGLPQISDVKTLVSLLEDLNIKASLNGTELEVDTTEIQNAALPNNKVESLRASYYMMGAMLGRFKKCVIGLPGGCPLGPRPIDQHIKGFKALGAEIDESSTTSMKIEAKELKGAHIFLDMVSVGATINIMLAAVYATGQTVIENAAKEPEVVDVANFLTSMGANIKGAGTSTIKINGVKELHGSEYQVIPDRIEAGTYMCIAAACGENVILNNIVPKHVETLTAKFSELGVNVDVRDERIRINNNAPYQFVDIKTLVYPGFATDLQQPITPLLFMANGPSFVTDTIYPERFKHVEELKRMGANIEVDEGTATIKPSTLHGAEVYASDLRAGACLIIAGLIAEGVTTIYNVKHIYRGYTDIVEHLKALGADIWTETV. The pIC50 is 5.4. (4) The small molecule is O=C(O)c1ccc2c(c1)ncn2Cc1cccc(C(F)(F)F)c1. The target protein (Q59643) has sequence MSFTPANRAYPYTRLRRNRRDDFSRRLVRENVLTVDDLILPVFVLDGVNQRESIPSMPGVERLSIDQLLIEAEEWVALGIPALALFPVTPVEKKSLDAAEAYNPEGIAQRATRALRERFPELGIITDVALDPFTTHGQDGILDDDGYVLNDVSIDVLVRQALSHAEAGAQVVAPSDMMDGRIGAIREALESAGHTNVRIMAYSAKYASAYYGPFRDAVGSASNLGKGNKATYQMDPANSDEALHEVAADLAEGADMVMVKPGMPYLDIVRRVKDEFRAPTFVYQVSGEYAMHMGAIQNGWLAESVILESLTAFKRAGADGILTYFAKQAAEQLRRGR. The pIC50 is 4.0.